From a dataset of Reaction yield outcomes from USPTO patents with 853,638 reactions. Predict the reaction yield, written as a fraction of the theoretical maximum amount of product (1.0 means a 100% yield; for example, 0.34 means a 34% yield). (1) The reactants are C[O:2][C:3]([C:5]1[S:9][C:8]2[CH:10]=[C:11]([O:14][CH3:15])[CH:12]=[CH:13][C:7]=2[CH:6]=1)=[O:4].[OH-].[Na+]. The catalyst is CO. The product is [CH3:15][O:14][C:11]1[CH:12]=[CH:13][C:7]2[CH:6]=[C:5]([C:3]([OH:4])=[O:2])[S:9][C:8]=2[CH:10]=1. The yield is 0.980. (2) The reactants are [Br:1][C:2]1[C:3]([CH3:12])=[CH:4][C:5]([F:11])=[C:6]([CH:10]=1)[C:7]([OH:9])=[O:8].S(=O)(=O)(O)O.[CH3:18]O. No catalyst specified. The product is [Br:1][C:2]1[C:3]([CH3:12])=[CH:4][C:5]([F:11])=[C:6]([CH:10]=1)[C:7]([O:9][CH3:18])=[O:8]. The yield is 0.800. (3) The yield is 0.850. The reactants are C([SiH2][O:6][C:7](C)(C)[C:8]1[CH:13]=[CH:12][C:11]([C:14]#[C:15][C:16]2[CH:21]=[CH:20][C:19]([CH2:22][C:23]([O:25][CH3:26])=[O:24])=[CH:18][CH:17]=2)=[CH:10][C:9]=1[CH:27]([CH3:29])[CH3:28])(C)(C)C.[F-].C([N+](CCCC)(CCCC)CCCC)CCC. The product is [OH:6][CH2:7][C:8]1[CH:13]=[CH:12][C:11]([C:14]#[C:15][C:16]2[CH:21]=[CH:20][C:19]([CH2:22][C:23]([O:25][CH3:26])=[O:24])=[CH:18][CH:17]=2)=[CH:10][C:9]=1[CH:27]([CH3:29])[CH3:28]. The catalyst is C1COCC1. (4) The reactants are Br[C:2]1[CH:7]=[CH:6][CH:5]=[C:4]([CH3:8])[N:3]=1.[NH2:9][C@H:10]1[C:19]2[C:14](=[CH:15][CH:16]=[C:17]([CH:20]3[CH2:25][CH2:24][O:23][CH2:22][CH2:21]3)[CH:18]=2)[N:13]([C:26](=[O:28])[CH3:27])[C@@H:12]([CH3:29])[C@@H:11]1[CH3:30].CC(C)([O-])C.[Na+].CN(C1C(C2C(P(C3CCCCC3)C3CCCCC3)=CC=CC=2)=CC=CC=1)C. The catalyst is O1CCOCC1.C1C=CC(/C=C/C(/C=C/C2C=CC=CC=2)=O)=CC=1.C1C=CC(/C=C/C(/C=C/C2C=CC=CC=2)=O)=CC=1.C1C=CC(/C=C/C(/C=C/C2C=CC=CC=2)=O)=CC=1.[Pd].[Pd]. The product is [CH3:29][C@H:12]1[C@H:11]([CH3:30])[C@@H:10]([NH:9][C:2]2[CH:7]=[CH:6][CH:5]=[C:4]([CH3:8])[N:3]=2)[C:19]2[C:14](=[CH:15][CH:16]=[C:17]([CH:20]3[CH2:21][CH2:22][O:23][CH2:24][CH2:25]3)[CH:18]=2)[N:13]1[C:26](=[O:28])[CH3:27]. The yield is 0.369.